From a dataset of Forward reaction prediction with 1.9M reactions from USPTO patents (1976-2016). Predict the product of the given reaction. (1) Given the reactants Cl.[NH:2]1[CH2:7][CH2:6][CH:5]([CH2:8][C:9]([O:11][CH2:12][CH3:13])=[O:10])[CH2:4][CH2:3]1.C(=O)([O-])O.[Na+].[C:19](O[C:19]([O:21][C:22]([CH3:25])([CH3:24])[CH3:23])=[O:20])([O:21][C:22]([CH3:25])([CH3:24])[CH3:23])=[O:20].C(=O)([O-])[O-].[K+].[K+], predict the reaction product. The product is: [C:22]([O:21][C:19]([N:2]1[CH2:7][CH2:6][CH:5]([CH2:8][C:9]([O:11][CH2:12][CH3:13])=[O:10])[CH2:4][CH2:3]1)=[O:20])([CH3:25])([CH3:24])[CH3:23]. (2) Given the reactants [NH2:1][C:2]1[N:7]=[C:6](SC)[C:5]([C:10]#[N:11])=[C:4]([C:12]2[CH:17]=[CH:16][CH:15]=[CH:14][CH:13]=2)[N:3]=1.[CH2:18]([NH2:25])[C:19]1[CH:24]=[CH:23][CH:22]=[CH:21][CH:20]=1, predict the reaction product. The product is: [NH2:1][C:2]1[N:7]=[C:6]([NH:25][CH2:18][C:19]2[CH:24]=[CH:23][CH:22]=[CH:21][CH:20]=2)[C:5]([C:10]#[N:11])=[C:4]([C:12]2[CH:17]=[CH:16][CH:15]=[CH:14][CH:13]=2)[N:3]=1. (3) Given the reactants [NH2:1][C:2]1[CH:7]=[CH:6][CH:5]=[CH:4][C:3]=1[C:8](=[C:22]1[CH2:27][CH2:26][N:25]([CH2:28][C:29]2[N:30]=[CH:31][S:32][CH:33]=2)[CH2:24][CH2:23]1)[C:9]1[CH:21]=[CH:20][C:12]([C:13]([N:15]([CH2:18][CH3:19])[CH2:16][CH3:17])=[O:14])=[CH:11][CH:10]=1.[C:34](Cl)(=[O:36])[CH3:35].C(N(CC)CC)C.C(O)(C(F)(F)F)=O, predict the reaction product. The product is: [C:34]([NH:1][C:2]1[CH:7]=[CH:6][CH:5]=[CH:4][C:3]=1[C:8](=[C:22]1[CH2:27][CH2:26][N:25]([CH2:28][C:29]2[N:30]=[CH:31][S:32][CH:33]=2)[CH2:24][CH2:23]1)[C:9]1[CH:21]=[CH:20][C:12]([C:13]([N:15]([CH2:18][CH3:19])[CH2:16][CH3:17])=[O:14])=[CH:11][CH:10]=1)(=[O:36])[CH3:35]. (4) The product is: [C:1](=[O:20])([O:18][CH3:19])[O:2][C:3]1[CH:8]=[C:7]([N+:9]([O-:11])=[O:10])[C:6]([N:26]2[CH2:27][CH2:28][N:23]([CH2:21][CH3:22])[CH2:24][CH2:25]2)=[CH:5][C:4]=1[CH:13]1[CH2:17][CH2:16][CH2:15][CH2:14]1. Given the reactants [C:1](=[O:20])([O:18][CH3:19])[O:2][C:3]1[CH:8]=[C:7]([N+:9]([O-:11])=[O:10])[C:6](Br)=[CH:5][C:4]=1[CH:13]1[CH2:17][CH2:16][CH2:15][CH2:14]1.[CH2:21]([N:23]1[CH2:28][CH2:27][NH:26][CH2:25][CH2:24]1)[CH3:22].C(N(CC)CC)C.ClC(OC)=O, predict the reaction product.